Dataset: Reaction yield outcomes from USPTO patents with 853,638 reactions. Task: Predict the reaction yield, written as a fraction of the theoretical maximum amount of product (1.0 means a 100% yield; for example, 0.34 means a 34% yield). (1) The reactants are [Cl:1][C:2]1[N:10]([CH2:11][CH:12]=[CH2:13])[C:9]2[C:8](=[O:14])[NH:7][C:6](=[O:15])[NH:5][C:4]=2[N:3]=1.C(=O)([O-])[O-].[Na+].[Na+].[CH3:22][O:23][CH2:24][CH2:25][O:26][CH2:27]Cl. The catalyst is CN(C=O)C. The product is [Cl:1][C:2]1[N:10]([CH2:11][CH:12]=[CH2:13])[C:9]2[C:8](=[O:14])[NH:7][C:6](=[O:15])[N:5]([CH2:22][O:23][CH2:24][CH2:25][O:26][CH3:27])[C:4]=2[N:3]=1. The yield is 0.240. (2) The reactants are [H-].[Na+].[F:3][C:4]([F:15])([F:14])[CH:5]([C:7]1[CH:12]=[CH:11][C:10]([F:13])=[CH:9][CH:8]=1)[OH:6].[F:16][C:17]([F:23])([F:22])[S:18](Cl)(=[O:20])=[O:19]. The catalyst is CCOCC. The product is [F:15][C:4]([F:3])([F:14])[CH:5]([O:6][S:18]([C:17]([F:23])([F:22])[F:16])(=[O:20])=[O:19])[C:7]1[CH:8]=[CH:9][C:10]([F:13])=[CH:11][CH:12]=1. The yield is 0.900. (3) The reactants are [CH:1]1([C:4]2[CH:9]=[CH:8][N:7]=[CH:6][C:5]=2[N:10]2[CH2:14][CH2:13][NH:12][C:11]2=[O:15])[CH2:3][CH2:2]1.Br[C:17]1[CH:18]=[C:19]2[C:23](=[CH:24][CH:25]=1)[CH2:22][CH2:21][CH2:20]2.CN[C@@H]1CCCC[C@H]1NC.P([O-])([O-])([O-])=O.[K+].[K+].[K+]. The catalyst is [Cu](I)I.O1CCOCC1. The product is [CH:1]1([C:4]2[CH:9]=[CH:8][N:7]=[CH:6][C:5]=2[N:10]2[CH2:14][CH2:13][N:12]([C:17]3[CH:18]=[C:19]4[C:23](=[CH:24][CH:25]=3)[CH2:22][CH2:21][CH2:20]4)[C:11]2=[O:15])[CH2:3][CH2:2]1. The yield is 0.0800. (4) The reactants are [C:1]1([C:7]2[S:8][CH:9]=[C:10]([C:12]3([CH2:18][NH2:19])[CH2:17][CH2:16][O:15][CH2:14][CH2:13]3)[N:11]=2)[CH:6]=[CH:5][CH:4]=[CH:3][CH:2]=1.[F:20][C:21]([F:37])([F:36])[C:22]1[O:26][N:25]=[C:24]([C:27]2[CH:28]=[C:29]([CH:33]=[CH:34][CH:35]=2)[C:30](O)=[O:31])[N:23]=1. No catalyst specified. The product is [C:1]1([C:7]2[S:8][CH:9]=[C:10]([C:12]3([CH2:18][NH:19][C:30](=[O:31])[C:29]4[CH:33]=[CH:34][CH:35]=[C:27]([C:24]5[N:23]=[C:22]([C:21]([F:37])([F:36])[F:20])[O:26][N:25]=5)[CH:28]=4)[CH2:13][CH2:14][O:15][CH2:16][CH2:17]3)[N:11]=2)[CH:2]=[CH:3][CH:4]=[CH:5][CH:6]=1. The yield is 0.450. (5) The reactants are [Cl:1][C:2]1[CH:3]=[C:4]2[C:8](=[C:9]([Cl:11])[CH:10]=1)[NH:7][C:6]1[C:12]([C:22]([F:25])([F:24])[F:23])([O:17][Si](C)(C)C)[CH2:13][CH2:14][CH2:15][CH2:16][C:5]2=1.[OH-].[K+]. The catalyst is C1COCC1.O. The product is [Cl:1][C:2]1[CH:3]=[C:4]2[C:8](=[C:9]([Cl:11])[CH:10]=1)[NH:7][C:6]1[C:12]([C:22]([F:24])([F:25])[F:23])([OH:17])[CH2:13][CH2:14][CH2:15][CH2:16][C:5]2=1. The yield is 0.210. (6) The reactants are [N+:1]([C:4]1[CH:9]=[C:8]([N+:10]([O-:12])=[O:11])[C:7](O)=[C:6]([F:14])[CH:5]=1)([O-:3])=[O:2].P(Br)(Br)[Br:16]. The catalyst is CN(C=O)C.C1(C)C=CC=CC=1. The product is [Br:16][C:7]1[C:6]([F:14])=[CH:5][C:4]([N+:1]([O-:3])=[O:2])=[CH:9][C:8]=1[N+:10]([O-:12])=[O:11]. The yield is 0.980. (7) The reactants are [OH:1][C@H:2]1[CH2:6][N:5]([C:7](=[O:20])[C@@H:8]([N:10]2[CH2:18][C:17]3[C:12](=[CH:13][CH:14]=[CH:15][CH:16]=3)[C:11]2=[O:19])[CH3:9])[C@H:4]([C:21]([O:23]C)=[O:22])[CH2:3]1.[OH-].[Na+].Cl. The catalyst is CO. The product is [OH:1][C@H:2]1[CH2:6][N:5]([C:7](=[O:20])[C@@H:8]([N:10]2[CH2:18][C:17]3[C:12](=[CH:13][CH:14]=[CH:15][CH:16]=3)[C:11]2=[O:19])[CH3:9])[C@H:4]([C:21]([OH:23])=[O:22])[CH2:3]1. The yield is 0.640.